This data is from NCI-60 drug combinations with 297,098 pairs across 59 cell lines. The task is: Regression. Given two drug SMILES strings and cell line genomic features, predict the synergy score measuring deviation from expected non-interaction effect. (1) Synergy scores: CSS=5.89, Synergy_ZIP=-1.05, Synergy_Bliss=1.98, Synergy_Loewe=-5.90, Synergy_HSA=-0.510. Drug 1: CCCS(=O)(=O)NC1=C(C(=C(C=C1)F)C(=O)C2=CNC3=C2C=C(C=N3)C4=CC=C(C=C4)Cl)F. Cell line: A498. Drug 2: CN(CCCl)CCCl.Cl. (2) Drug 1: C1C(C(OC1N2C=NC3=C(N=C(N=C32)Cl)N)CO)O. Drug 2: C1=NC2=C(N=C(N=C2N1C3C(C(C(O3)CO)O)F)Cl)N. Cell line: CAKI-1. Synergy scores: CSS=21.3, Synergy_ZIP=1.92, Synergy_Bliss=4.97, Synergy_Loewe=-28.1, Synergy_HSA=-6.76. (3) Drug 1: C1=NC2=C(N1)C(=S)N=CN2. Drug 2: CCC1(C2=C(COC1=O)C(=O)N3CC4=CC5=C(C=CC(=C5CN(C)C)O)N=C4C3=C2)O.Cl. Cell line: 786-0. Synergy scores: CSS=40.8, Synergy_ZIP=-4.49, Synergy_Bliss=-6.43, Synergy_Loewe=-20.9, Synergy_HSA=-4.15. (4) Drug 1: COC1=C(C=C2C(=C1)N=CN=C2NC3=CC(=C(C=C3)F)Cl)OCCCN4CCOCC4. Drug 2: CC12CCC3C(C1CCC2O)C(CC4=C3C=CC(=C4)O)CCCCCCCCCS(=O)CCCC(C(F)(F)F)(F)F. Cell line: EKVX. Synergy scores: CSS=30.9, Synergy_ZIP=5.26, Synergy_Bliss=1.53, Synergy_Loewe=0.967, Synergy_HSA=2.97. (5) Drug 1: C(CCl)NC(=O)N(CCCl)N=O. Drug 2: CC1CCCC2(C(O2)CC(NC(=O)CC(C(C(=O)C(C1O)C)(C)C)O)C(=CC3=CSC(=N3)C)C)C. Cell line: U251. Synergy scores: CSS=50.5, Synergy_ZIP=-1.04, Synergy_Bliss=-2.66, Synergy_Loewe=-15.1, Synergy_HSA=-5.49. (6) Drug 2: COCCOC1=C(C=C2C(=C1)C(=NC=N2)NC3=CC=CC(=C3)C#C)OCCOC.Cl. Cell line: LOX IMVI. Drug 1: CC=C1C(=O)NC(C(=O)OC2CC(=O)NC(C(=O)NC(CSSCCC=C2)C(=O)N1)C(C)C)C(C)C. Synergy scores: CSS=51.3, Synergy_ZIP=2.54, Synergy_Bliss=-0.815, Synergy_Loewe=-27.5, Synergy_HSA=-4.78.